From a dataset of Peptide-MHC class I binding affinity with 185,985 pairs from IEDB/IMGT. Regression. Given a peptide amino acid sequence and an MHC pseudo amino acid sequence, predict their binding affinity value. This is MHC class I binding data. (1) The peptide sequence is KPVPEIKIL. The MHC is HLA-B35:01 with pseudo-sequence HLA-B35:01. The binding affinity (normalized) is 0.121. (2) The peptide sequence is FVRSSPANF. The MHC is HLA-A02:03 with pseudo-sequence HLA-A02:03. The binding affinity (normalized) is 0.0847. (3) The peptide sequence is RVIDPYWFH. The MHC is HLA-A02:12 with pseudo-sequence HLA-A02:12. The binding affinity (normalized) is 0.0847. (4) The peptide sequence is TVADIWHAM. The MHC is HLA-A03:01 with pseudo-sequence HLA-A03:01. The binding affinity (normalized) is 0.0847. (5) The peptide sequence is DHLKEKSSL. The binding affinity (normalized) is 0.0847. The MHC is HLA-A02:19 with pseudo-sequence HLA-A02:19.